Dataset: Catalyst prediction with 721,799 reactions and 888 catalyst types from USPTO. Task: Predict which catalyst facilitates the given reaction. (1) Reactant: [O:1]1[C:5]2[CH:6]=[CH:7][CH:8]=[CH:9][C:4]=2[CH:3]=[C:2]1[CH:10]=[N:11][S:12]([C:15]1[CH:25]=[CH:24][C:18]2[O:19][CH2:20][CH2:21][CH2:22][O:23][C:17]=2[CH:16]=1)(=[O:14])=[O:13].[Mg].Br[C:28]1[CH:33]=[CH:32][CH:31]=[CH:30][C:29]=1[Cl:34].O1CCCC1. Product: [O:1]1[C:5]2[CH:6]=[CH:7][CH:8]=[CH:9][C:4]=2[CH:3]=[C:2]1[CH:10]([C:28]1[CH:33]=[CH:32][CH:31]=[CH:30][C:29]=1[Cl:34])[NH:11][S:12]([C:15]1[CH:25]=[CH:24][C:18]2[O:19][CH2:20][CH2:21][CH2:22][O:23][C:17]=2[CH:16]=1)(=[O:13])=[O:14]. The catalyst class is: 6. (2) Reactant: [CH:1]1([CH:4]([C:10]2[CH:15]=[CH:14][CH:13]=[C:12]([O:16][CH2:17][C:18]3[C:19]([O:38][CH3:39])=[N:20][C:21]([C:29]4[CH:34]=[C:33]([O:35][CH3:36])[CH:32]=[CH:31][C:30]=4[F:37])=[C:22]([O:24][CH2:25][CH:26]([CH3:28])[CH3:27])[CH:23]=3)[CH:11]=2)[CH2:5][C:6]([O:8]C)=[O:7])[CH2:3][CH2:2]1.[OH-].[Na+].Cl. Product: [CH:1]1([CH:4]([C:10]2[CH:15]=[CH:14][CH:13]=[C:12]([O:16][CH2:17][C:18]3[C:19]([O:38][CH3:39])=[N:20][C:21]([C:29]4[CH:34]=[C:33]([O:35][CH3:36])[CH:32]=[CH:31][C:30]=4[F:37])=[C:22]([O:24][CH2:25][CH:26]([CH3:27])[CH3:28])[CH:23]=3)[CH:11]=2)[CH2:5][C:6]([OH:8])=[O:7])[CH2:3][CH2:2]1. The catalyst class is: 36. (3) Reactant: Br[CH2:2][C:3]([C:5]1[CH:10]=[C:9]([Br:11])[CH:8]=[CH:7][C:6]=1[O:12][CH3:13])=O.[N:14]1[CH:19]=[CH:18][CH:17]=[CH:16][C:15]=1[NH2:20]. Product: [Br:11][C:9]1[CH:8]=[CH:7][C:6]([O:12][CH3:13])=[C:5]([C:3]2[N:20]=[C:15]3[CH:16]=[CH:17][CH:18]=[CH:19][N:14]3[CH:2]=2)[CH:10]=1. The catalyst class is: 14.